From a dataset of NCI-60 drug combinations with 297,098 pairs across 59 cell lines. Regression. Given two drug SMILES strings and cell line genomic features, predict the synergy score measuring deviation from expected non-interaction effect. (1) Drug 1: C1CCC(C1)C(CC#N)N2C=C(C=N2)C3=C4C=CNC4=NC=N3. Drug 2: C1CC(C1)(C(=O)O)C(=O)O.[NH2-].[NH2-].[Pt+2]. Cell line: ACHN. Synergy scores: CSS=52.7, Synergy_ZIP=-0.0175, Synergy_Bliss=0.0349, Synergy_Loewe=-4.53, Synergy_HSA=0.399. (2) Cell line: MALME-3M. Drug 2: C1CNP(=O)(OC1)N(CCCl)CCCl. Synergy scores: CSS=7.64, Synergy_ZIP=-4.31, Synergy_Bliss=-0.232, Synergy_Loewe=-21.3, Synergy_HSA=-2.44. Drug 1: CC1C(C(=O)NC(C(=O)N2CCCC2C(=O)N(CC(=O)N(C(C(=O)O1)C(C)C)C)C)C(C)C)NC(=O)C3=C4C(=C(C=C3)C)OC5=C(C(=O)C(=C(C5=N4)C(=O)NC6C(OC(=O)C(N(C(=O)CN(C(=O)C7CCCN7C(=O)C(NC6=O)C(C)C)C)C)C(C)C)C)N)C. (3) Cell line: IGROV1. Drug 1: CN(C)N=NC1=C(NC=N1)C(=O)N. Drug 2: C1=NC2=C(N=C(N=C2N1C3C(C(C(O3)CO)O)F)Cl)N. Synergy scores: CSS=29.7, Synergy_ZIP=-10.3, Synergy_Bliss=-2.50, Synergy_Loewe=-9.16, Synergy_HSA=-0.841. (4) Cell line: A498. Drug 1: CN(C)C1=NC(=NC(=N1)N(C)C)N(C)C. Synergy scores: CSS=-1.17, Synergy_ZIP=1.32, Synergy_Bliss=2.15, Synergy_Loewe=-4.83, Synergy_HSA=-2.85. Drug 2: C1C(C(OC1N2C=NC3=C(N=C(N=C32)Cl)N)CO)O. (5) Synergy scores: CSS=68.8, Synergy_ZIP=2.15, Synergy_Bliss=4.72, Synergy_Loewe=4.50, Synergy_HSA=4.17. Drug 1: CC12CCC3C(C1CCC2=O)CC(=C)C4=CC(=O)C=CC34C. Cell line: 786-0. Drug 2: C1=CC(=CC=C1CC(C(=O)O)N)N(CCCl)CCCl.Cl. (6) Drug 1: CN(C)N=NC1=C(NC=N1)C(=O)N. Drug 2: CC1CCC2CC(C(=CC=CC=CC(CC(C(=O)C(C(C(=CC(C(=O)CC(OC(=O)C3CCCCN3C(=O)C(=O)C1(O2)O)C(C)CC4CCC(C(C4)OC)O)C)C)O)OC)C)C)C)OC. Cell line: PC-3. Synergy scores: CSS=29.6, Synergy_ZIP=-5.73, Synergy_Bliss=-2.55, Synergy_Loewe=-44.0, Synergy_HSA=-2.07.